From a dataset of NCI-60 drug combinations with 297,098 pairs across 59 cell lines. Regression. Given two drug SMILES strings and cell line genomic features, predict the synergy score measuring deviation from expected non-interaction effect. (1) Drug 1: C1=CC=C(C(=C1)C(C2=CC=C(C=C2)Cl)C(Cl)Cl)Cl. Drug 2: N.N.Cl[Pt+2]Cl. Cell line: UACC62. Synergy scores: CSS=35.2, Synergy_ZIP=-0.235, Synergy_Bliss=-1.82, Synergy_Loewe=-20.2, Synergy_HSA=-2.11. (2) Drug 1: C1=NC2=C(N1)C(=S)N=C(N2)N. Drug 2: B(C(CC(C)C)NC(=O)C(CC1=CC=CC=C1)NC(=O)C2=NC=CN=C2)(O)O. Cell line: HT29. Synergy scores: CSS=37.2, Synergy_ZIP=-0.751, Synergy_Bliss=3.04, Synergy_Loewe=0.0828, Synergy_HSA=1.08. (3) Drug 1: COCCOC1=C(C=C2C(=C1)C(=NC=N2)NC3=CC=CC(=C3)C#C)OCCOC.Cl. Drug 2: B(C(CC(C)C)NC(=O)C(CC1=CC=CC=C1)NC(=O)C2=NC=CN=C2)(O)O. Cell line: HL-60(TB). Synergy scores: CSS=67.6, Synergy_ZIP=-7.21, Synergy_Bliss=-6.16, Synergy_Loewe=-33.4, Synergy_HSA=0.491. (4) Drug 1: CC1=C2C(C(=O)C3(C(CC4C(C3C(C(C2(C)C)(CC1OC(=O)C(C(C5=CC=CC=C5)NC(=O)OC(C)(C)C)O)O)OC(=O)C6=CC=CC=C6)(CO4)OC(=O)C)OC)C)OC. Drug 2: CC12CCC3C(C1CCC2=O)CC(=C)C4=CC(=O)C=CC34C. Cell line: UACC-257. Synergy scores: CSS=23.7, Synergy_ZIP=-2.04, Synergy_Bliss=-2.89, Synergy_Loewe=0.270, Synergy_HSA=1.07. (5) Cell line: TK-10. Drug 2: CC1C(C(CC(O1)OC2CC(CC3=C2C(=C4C(=C3O)C(=O)C5=CC=CC=C5C4=O)O)(C(=O)C)O)N)O. Synergy scores: CSS=41.5, Synergy_ZIP=-0.892, Synergy_Bliss=0.332, Synergy_Loewe=-36.1, Synergy_HSA=0.301. Drug 1: C1CC(=O)NC(=O)C1N2CC3=C(C2=O)C=CC=C3N. (6) Drug 2: C(CC(=O)O)C(=O)CN.Cl. Synergy scores: CSS=10.8, Synergy_ZIP=-1.53, Synergy_Bliss=-2.12, Synergy_Loewe=-2.42, Synergy_HSA=-1.12. Drug 1: CC1C(C(CC(O1)OC2CC(OC(C2O)C)OC3=CC4=CC5=C(C(=O)C(C(C5)C(C(=O)C(C(C)O)O)OC)OC6CC(C(C(O6)C)O)OC7CC(C(C(O7)C)O)OC8CC(C(C(O8)C)O)(C)O)C(=C4C(=C3C)O)O)O)O. Cell line: TK-10. (7) Drug 1: C1CNP(=O)(OC1)N(CCCl)CCCl. Drug 2: C1CN(P(=O)(OC1)NCCCl)CCCl. Cell line: HT29. Synergy scores: CSS=23.9, Synergy_ZIP=1.35, Synergy_Bliss=8.94, Synergy_Loewe=5.43, Synergy_HSA=6.38. (8) Drug 1: C1=CC(=CC=C1CCC2=CNC3=C2C(=O)NC(=N3)N)C(=O)NC(CCC(=O)O)C(=O)O. Drug 2: CC(C)NC(=O)C1=CC=C(C=C1)CNNC.Cl. Cell line: K-562. Synergy scores: CSS=15.9, Synergy_ZIP=-4.11, Synergy_Bliss=-9.89, Synergy_Loewe=-15.5, Synergy_HSA=-9.27. (9) Drug 1: C1=CN(C(=O)N=C1N)C2C(C(C(O2)CO)O)O.Cl. Drug 2: N.N.Cl[Pt+2]Cl. Cell line: HT29. Synergy scores: CSS=30.4, Synergy_ZIP=-10.8, Synergy_Bliss=-1.47, Synergy_Loewe=-2.83, Synergy_HSA=0.975. (10) Drug 1: C1=CC(=CC=C1CC(C(=O)O)N)N(CCCl)CCCl.Cl. Drug 2: CN(CCCl)CCCl.Cl. Cell line: T-47D. Synergy scores: CSS=7.62, Synergy_ZIP=-5.79, Synergy_Bliss=-8.80, Synergy_Loewe=-14.3, Synergy_HSA=-10.1.